From a dataset of Catalyst prediction with 721,799 reactions and 888 catalyst types from USPTO. Predict which catalyst facilitates the given reaction. Reactant: Cl[C:2]1[CH:11]=[N:10][C:9]2[C:8]([C:12]([O:14][CH3:15])=[O:13])=[C:7]([O:16][CH3:17])[C:6]([C:18]3[S:19][CH:20]=[CH:21][CH:22]=3)=[CH:5][C:4]=2[N:3]=1.[C:23]1(B(O)O)[CH:28]=[CH:27][CH:26]=[CH:25][CH:24]=1.C(=O)([O-])[O-].[K+].[K+]. Product: [CH3:17][O:16][C:7]1[C:6]([C:18]2[S:19][CH:20]=[CH:21][CH:22]=2)=[CH:5][C:4]2[N:3]=[C:2]([C:23]3[CH:28]=[CH:27][CH:26]=[CH:25][CH:24]=3)[CH:11]=[N:10][C:9]=2[C:8]=1[C:12]([O:14][CH3:15])=[O:13]. The catalyst class is: 70.